Dataset: Forward reaction prediction with 1.9M reactions from USPTO patents (1976-2016). Task: Predict the product of the given reaction. Given the reactants [Br:1][C:2]1[S:6][C:5]([C:7]([OH:9])=[O:8])=[CH:4][CH:3]=1.[C:10](Cl)(=O)C(Cl)=O.C(N(CC)CC)C, predict the reaction product. The product is: [Br:1][C:2]1[S:6][C:5]([C:7]([O:9][CH3:10])=[O:8])=[CH:4][CH:3]=1.